Dataset: Full USPTO retrosynthesis dataset with 1.9M reactions from patents (1976-2016). Task: Predict the reactants needed to synthesize the given product. (1) The reactants are: C([O:3][C:4]([C:6]1([C:9]2[CH:14]=[CH:13][C:12]([C:15]3[CH:20]=[CH:19][C:18]([C:21]4[O:25][N:24]=[C:23]([CH3:26])[C:22]=4[CH2:27][CH2:28][OH:29])=[CH:17][CH:16]=3)=[CH:11][CH:10]=2)[CH2:8][CH2:7]1)=[O:5])C.Br[CH2:31][C:32]1[CH:37]=[CH:36][CH:35]=[CH:34][C:33]=1[Cl:38]. Given the product [Cl:38][C:33]1[CH:34]=[CH:35][CH:36]=[CH:37][C:32]=1[CH2:31][O:29][CH2:28][CH2:27][C:22]1[C:23]([CH3:26])=[N:24][O:25][C:21]=1[C:18]1[CH:19]=[CH:20][C:15]([C:12]2[CH:13]=[CH:14][C:9]([C:6]3([C:4]([OH:3])=[O:5])[CH2:8][CH2:7]3)=[CH:10][CH:11]=2)=[CH:16][CH:17]=1, predict the reactants needed to synthesize it. (2) Given the product [CH2:21]([O:14][C:1]1[CH:6]=[CH:5][CH:4]=[CH:3][C:2]=1[C:7]1[CH:12]=[CH:11][CH:10]=[CH:9][C:8]=1[O:13][CH2:8][CH2:9][CH2:10][CH2:11][CH2:12][CH2:7][CH2:2][CH2:3][CH2:4][CH2:5][CH2:6][CH3:1])[CH2:22][CH2:23][CH2:24][CH2:25][CH2:26][CH2:27][CH2:28][CH2:29][CH2:30][CH2:31][CH3:32], predict the reactants needed to synthesize it. The reactants are: [C:1]1([OH:14])[C:2]([C:7]2[C:8]([OH:13])=[CH:9][CH:10]=[CH:11][CH:12]=2)=[CH:3][CH:4]=[CH:5][CH:6]=1.[OH-].[K+].CS(C)=O.[CH2:21](Br)[CH2:22][CH2:23][CH2:24][CH2:25][CH2:26][CH2:27][CH2:28][CH2:29][CH2:30][CH2:31][CH3:32].